Task: Predict the reactants needed to synthesize the given product.. Dataset: Full USPTO retrosynthesis dataset with 1.9M reactions from patents (1976-2016) The reactants are: [CH2:1]([O:8][C:9]([N:11]1[CH2:15][CH2:14][CH2:13][CH:12]1[C:16]([N:18]1[CH2:22][CH2:21][CH2:20][C@:19]1([CH2:26][C:27]1[CH:32]=[CH:31][CH:30]=[C:29]([O:33][CH3:34])[CH:28]=1)[C:23](O)=[O:24])=[O:17])=[O:10])[C:2]1[CH:7]=[CH:6][CH:5]=[CH:4][CH:3]=1.CCN=C=NCCCN(C)C.Cl.C1C=CC2N(O)N=NC=2C=1.CCN(C(C)C)C(C)C.[NH2:66][C@@H:67]([C@H:71]([OH:73])[CH3:72])[C:68]([NH2:70])=[O:69]. Given the product [NH2:70][C:68](=[O:69])[C@@H:67]([NH:66][C:23]([C:19]1([CH2:26][C:27]2[CH:32]=[CH:31][CH:30]=[C:29]([O:33][CH3:34])[CH:28]=2)[CH2:20][CH2:21][CH2:22][N:18]1[C:16]([C@@H:12]1[CH2:13][CH2:14][CH2:15][N:11]1[C:9]([O:8][CH2:1][C:2]1[CH:7]=[CH:6][CH:5]=[CH:4][CH:3]=1)=[O:10])=[O:17])=[O:24])[C@H:71]([OH:73])[CH3:72], predict the reactants needed to synthesize it.